From a dataset of Reaction yield outcomes from USPTO patents with 853,638 reactions. Predict the reaction yield, written as a fraction of the theoretical maximum amount of product (1.0 means a 100% yield; for example, 0.34 means a 34% yield). (1) The reactants are [Cl:1][C:2]1[C:10]2[N:9]=[C:8]3[N:11]([C:15]4[CH:16]=[N:17][C:18]([O:22][CH3:23])=[CH:19][C:20]=4[CH3:21])[CH2:12][CH2:13][CH2:14][N:7]3[C:6]=2[C:5]([CH2:24][OH:25])=[CH:4][CH:3]=1.C(N(CC)CC)C. The catalyst is CS(C)=O.C(=O)([O-])O.[Na+]. The product is [Cl:1][C:2]1[CH:3]=[CH:4][C:5]([CH:24]=[O:25])=[C:6]2[C:10]=1[N:9]=[C:8]1[N:11]([C:15]3[CH:16]=[N:17][C:18]([O:22][CH3:23])=[CH:19][C:20]=3[CH3:21])[CH2:12][CH2:13][CH2:14][N:7]21. The yield is 0.190. (2) The reactants are [N:1]1[C:8](Cl)=[N:7][C:5]([Cl:6])=[N:4][C:2]=1[Cl:3].[NH2:10][C:11]1[CH:26]=[CH:25][C:14]([O:15][CH2:16][O:17][C:18]2[CH:23]=[CH:22][C:21]([NH2:24])=[CH:20][CH:19]=2)=[CH:13][CH:12]=1.BrCBr.[H-].[Na+]. The catalyst is O1CCCC1. The product is [Cl:6][C:5]1[N:4]=[C:2]([Cl:3])[N:1]=[C:8]([N:24]([C:21]2[CH:22]=[CH:23][C:18]([O:17][CH2:16][O:15][C:14]3[CH:25]=[CH:26][C:11]([N:10]([C:8]4[N:7]=[C:5]([Cl:6])[N:4]=[C:2]([Cl:3])[N:1]=4)[C:8]4[N:7]=[C:5]([Cl:6])[N:4]=[C:2]([Cl:3])[N:1]=4)=[CH:12][CH:13]=3)=[CH:19][CH:20]=2)[C:8]2[N:7]=[C:5]([Cl:6])[N:4]=[C:2]([Cl:3])[N:1]=2)[N:7]=1. The yield is 0.160. (3) The yield is 0.934. The catalyst is CO. The product is [ClH:15].[C:6](=[NH:14])([O:3][CH3:1])[CH2:7][CH2:8][CH2:9][CH2:10][CH2:11][CH2:12][CH3:13]. The reactants are [C:1](OC)(=[O:3])C.[C:6](#[N:14])[CH2:7][CH2:8][CH2:9][CH2:10][CH2:11][CH2:12][CH3:13].[ClH:15].CC1CCCCC1. (4) The reactants are [OH:1][C:2]1[C:11]2[C:10]([CH3:13])([CH3:12])[CH2:9][CH2:8][C:7]([CH3:15])([CH3:14])[C:6]=2[CH:5]=[C:4]([CH:16]=[O:17])[CH:3]=1.[H-].[Na+].[F:20][C:21]([F:31])([F:30])[C:22]1[CH:29]=[CH:28][C:25]([CH2:26]Br)=[CH:24][CH:23]=1. No catalyst specified. The product is [CH3:13][C:10]1([CH3:12])[CH2:9][CH2:8][C:7]([CH3:15])([CH3:14])[C:6]2[CH:5]=[C:4]([CH:16]=[O:17])[CH:3]=[C:2]([O:1][CH2:26][C:25]3[CH:24]=[CH:23][C:22]([C:21]([F:20])([F:30])[F:31])=[CH:29][CH:28]=3)[C:11]1=2. The yield is 1.00. (5) The reactants are [C:1]([O:5][C:6](=[O:34])[NH:7][C:8]1[CH:13]=[CH:12][C:11]([O:14][C:15]2[CH:20]=[CH:19][C:18]([C:21](=[O:30])[NH:22][C:23]3[CH:28]=[CH:27][C:26]([Br:29])=[CH:25][CH:24]=3)=[CH:17][C:16]=2[N+:31]([O-])=O)=[CH:10][CH:9]=1)([CH3:4])([CH3:3])[CH3:2].[Cl-].[NH4+].O. The catalyst is C(O)C.O1CCCC1.C(OCC)(=O)C.[Fe]. The yield is 0.960. The product is [C:1]([O:5][C:6](=[O:34])[NH:7][C:8]1[CH:9]=[CH:10][C:11]([O:14][C:15]2[CH:20]=[CH:19][C:18]([C:21](=[O:30])[NH:22][C:23]3[CH:24]=[CH:25][C:26]([Br:29])=[CH:27][CH:28]=3)=[CH:17][C:16]=2[NH2:31])=[CH:12][CH:13]=1)([CH3:4])([CH3:2])[CH3:3]. (6) The reactants are [CH2:1]([O:5][C:6]([C:8]1[N:9]=[C:10](Br)[C:11]2[C:16]([C:17]=1[OH:18])=[CH:15][C:14]([S:19]([C:22]1[CH:27]=[CH:26][CH:25]=[CH:24][CH:23]=1)(=[O:21])=[O:20])=[CH:13][CH:12]=2)=[O:7])[CH2:2][CH2:3][CH3:4].[C:29]([Cu])#[N:30]. No catalyst specified. The product is [CH2:1]([O:5][C:6]([C:8]1[N:9]=[C:10]([C:29]#[N:30])[C:11]2[C:16]([C:17]=1[OH:18])=[CH:15][C:14]([S:19]([C:22]1[CH:27]=[CH:26][CH:25]=[CH:24][CH:23]=1)(=[O:21])=[O:20])=[CH:13][CH:12]=2)=[O:7])[CH2:2][CH2:3][CH3:4]. The yield is 0.490.